Dataset: Forward reaction prediction with 1.9M reactions from USPTO patents (1976-2016). Task: Predict the product of the given reaction. (1) Given the reactants [CH2:1]([O:8][C:9]1[CH:14]=[C:13]([F:15])[CH:12]=[CH:11][C:10]=1[N+:16]([O-])=O)[C:2]1[CH:7]=[CH:6][CH:5]=[CH:4][CH:3]=1.Cl[Sn]Cl, predict the reaction product. The product is: [CH2:1]([O:8][C:9]1[CH:14]=[C:13]([F:15])[CH:12]=[CH:11][C:10]=1[NH2:16])[C:2]1[CH:3]=[CH:4][CH:5]=[CH:6][CH:7]=1. (2) Given the reactants C([O:5][C:6](=[O:20])[CH2:7][NH:8][CH2:9][C:10]1[CH:15]=[CH:14][C:13]([N+:16]([O-:18])=[O:17])=[CH:12][C:11]=1[NH2:19])(C)(C)C.[C:21](O)([C:23]([F:26])([F:25])[F:24])=[O:22], predict the reaction product. The product is: [NH2:19][C:11]1[CH:12]=[C:13]([N+:16]([O-:18])=[O:17])[CH:14]=[CH:15][C:10]=1[CH2:9][N:8]([CH2:7][C:6]([OH:5])=[O:20])[C:21](=[O:22])[C:23]([F:26])([F:25])[F:24]. (3) Given the reactants [CH3:1][O:2][C:3]([C:5]1[C:13]2[C:8](=[CH:9][C:10]([C:14]3[CH2:19][CH2:18][CH:17]([O:20][Si](C(C)(C)C)(C)C)[CH2:16][CH:15]=3)=[CH:11][CH:12]=2)[N:7]([CH3:28])[CH:6]=1)=[O:4].[N+](CCCC)(CCCC)(CCCC)CCCC.[F-], predict the reaction product. The product is: [CH3:1][O:2][C:3]([C:5]1[C:13]2[C:8](=[CH:9][C:10]([C:14]3[CH2:19][CH2:18][CH:17]([OH:20])[CH2:16][CH:15]=3)=[CH:11][CH:12]=2)[N:7]([CH3:28])[CH:6]=1)=[O:4]. (4) Given the reactants [CH3:1][C:2]([C:5]1[C:10]([NH:11][C:12]([C:14]2[C:23](=[O:24])[C:22]3[CH:21]=[CH:20][CH:19]=[CH:18][C:17]=3[NH:16][CH:15]=2)=[O:13])=[CH:9][C:8]([OH:25])=[C:7]([C:26]([CH3:29])([CH3:28])[CH3:27])[CH:6]=1)([CH3:4])[CH3:3], predict the reaction product. The product is: [CH3:4][C:2]([C:5]1[C:10]([NH:11][C:12]([C:14]2[C:23](=[O:24])[C:22]3[CH:21]=[CH:20][CH:19]=[CH:18][C:17]=3[NH:16][CH:15]=2)=[O:13])=[CH:9][C:8]([OH:25])=[C:7]([C:26]([CH3:29])([CH3:28])[CH3:27])[CH:6]=1)([CH3:1])[CH3:3].[CH3:12][OH:13]. (5) Given the reactants Br[C:2]1[C:3]([Cl:9])=[CH:4][C:5]([Cl:8])=[N:6][CH:7]=1.[C:10]1(=[O:14])[CH2:13][CH2:12][CH2:11]1, predict the reaction product. The product is: [Cl:9][C:3]1[CH:4]=[C:5]([Cl:8])[N:6]=[CH:7][C:2]=1[C:10]1([OH:14])[CH2:13][CH2:12][CH2:11]1.